This data is from Catalyst prediction with 721,799 reactions and 888 catalyst types from USPTO. The task is: Predict which catalyst facilitates the given reaction. (1) Reactant: CC(C)([O-])C.[K+].[F:7][C:8]1[CH:15]=[CH:14][C:11]([CH:12]=O)=[CH:10][CH:9]=1.[C:16]([O:24]C)(=[O:23])[CH2:17][CH2:18][C:19]([O:21][CH3:22])=[O:20]. Product: [CH3:22][O:21][C:19](=[O:20])[C:18](=[CH:12][C:11]1[CH:14]=[CH:15][C:8]([F:7])=[CH:9][CH:10]=1)[CH2:17][C:16]([OH:24])=[O:23]. The catalyst class is: 107. (2) Reactant: F[C:2]1[CH:9]=[CH:8][CH:7]=[C:6]([I:10])[C:3]=1[C:4]#[N:5].C(=O)(O)O.[NH2:15][C:16]([NH2:18])=[NH:17]. Product: [I:10][C:6]1[CH:7]=[CH:8][CH:9]=[C:2]2[C:3]=1[C:4]([NH2:5])=[N:17][C:16]([NH2:18])=[N:15]2. The catalyst class is: 44. (3) Reactant: C1N=CN([C:6](N2C=NC=C2)=[O:7])C=1.[NH2:13][C:14]1[CH:15]=[C:16]([CH:24]2[C:29]([C:30]3[CH:35]=[CH:34][CH:33]=[CH:32][CH:31]=3)=[C:28]([C:36]3[CH:41]=[CH:40][CH:39]=[CH:38][CH:37]=3)[NH:27][C:26](=[O:42])[NH:25]2)[CH:17]=[C:18]([O:21][CH2:22][CH3:23])[C:19]=1[OH:20].O. Product: [CH2:22]([O:21][C:18]1[C:19]2[O:20][C:6](=[O:7])[NH:13][C:14]=2[CH:15]=[C:16]([CH:24]2[C:29]([C:30]3[CH:35]=[CH:34][CH:33]=[CH:32][CH:31]=3)=[C:28]([C:36]3[CH:41]=[CH:40][CH:39]=[CH:38][CH:37]=3)[NH:27][C:26](=[O:42])[NH:25]2)[CH:17]=1)[CH3:23]. The catalyst class is: 1.